This data is from Full USPTO retrosynthesis dataset with 1.9M reactions from patents (1976-2016). The task is: Predict the reactants needed to synthesize the given product. (1) Given the product [NH2:23][C:24]1[CH:25]=[CH:26][C:27]([C:30]2[CH:47]=[CH:46][CH:45]=[C:32]([C:33]([NH:35][C:36]3[CH:41]=[CH:40][CH:39]=[C:38]([CH:42]([CH3:44])[CH3:43])[CH:37]=3)=[O:34])[CH:31]=2)=[CH:28][C:29]=1[C:20]#[N:19], predict the reactants needed to synthesize it. The reactants are: NC1C=CC(C2C=CC=C(C(O)=O)C=2)=CC=1C#N.[NH2:19][C:20]1[C:29]2[C:24](=[CH:25][CH:26]=[C:27]([C:30]3[CH:31]=[C:32]([CH:45]=[CH:46][CH:47]=3)[C:33]([NH:35][C:36]3[CH:41]=[CH:40][CH:39]=[C:38]([CH:42]([CH3:44])[CH3:43])[CH:37]=3)=[O:34])[CH:28]=2)[N:23]=CN=1. (2) Given the product [CH3:1][O:2][C:3]1[CH:4]=[C:5]([CH2:6][OH:7])[CH:10]=[CH:11][N:12]=1, predict the reactants needed to synthesize it. The reactants are: [CH3:1][O:2][C:3]1[CH:4]=[C:5]([CH:10]=[CH:11][N:12]=1)[C:6](OC)=[O:7].